Task: Predict the reaction yield, written as a fraction of the theoretical maximum amount of product (1.0 means a 100% yield; for example, 0.34 means a 34% yield).. Dataset: Reaction yield outcomes from USPTO patents with 853,638 reactions (1) The reactants are [Cl:1][C:2]1[N:7]=[CH:6][C:5]([CH2:8][NH:9][C:10](=O)[C:11]2[CH:16]=[CH:15][C:14](/[CH:17]=[CH:18]/[CH:19]([C:24]3[CH:29]=[C:28]([Cl:30])[CH:27]=[C:26]([Cl:31])[CH:25]=3)[C:20]([F:23])([F:22])[F:21])=[CH:13][C:12]=2[CH3:32])=[CH:4][CH:3]=1.COC1C=CC(P2(SP(C3C=CC(OC)=CC=3)(=S)S2)=[S:43])=CC=1. The catalyst is C1(C)C=CC=CC=1. The product is [Cl:1][C:2]1[N:7]=[CH:6][C:5]([CH2:8][NH:9][C:10](=[S:43])[C:11]2[CH:16]=[CH:15][C:14](/[CH:17]=[CH:18]/[CH:19]([C:24]3[CH:29]=[C:28]([Cl:30])[CH:27]=[C:26]([Cl:31])[CH:25]=3)[C:20]([F:23])([F:22])[F:21])=[CH:13][C:12]=2[CH3:32])=[CH:4][CH:3]=1. The yield is 0.490. (2) The yield is 0.390. The reactants are Cl[C:2]1[N:7]=[C:6]([CH3:8])[C:5]([CH:9]([CH2:14][CH2:15][CH3:16])[C:10]([O:12][CH3:13])=[O:11])=[C:4]([C:17]2[CH:22]=[CH:21][C:20]([CH3:23])=[CH:19][CH:18]=2)[N:3]=1.[NH2:24][C:25]1[CH:30]=[CH:29][CH:28]=[CH:27][CH:26]=1.CC1(C)C2C(=C(P(C3C=CC=CC=3)C3C=CC=CC=3)C=CC=2)OC2C(P(C3C=CC=CC=3)C3C=CC=CC=3)=CC=CC1=2. The catalyst is O1CCOCC1.C([O-])(=O)C.[Pd+2].C([O-])(=O)C. The product is [CH3:8][C:6]1[C:5]([CH:9]([CH2:14][CH2:15][CH3:16])[C:10]([O:12][CH3:13])=[O:11])=[C:4]([C:17]2[CH:22]=[CH:21][C:20]([CH3:23])=[CH:19][CH:18]=2)[N:3]=[C:2]([NH:24][C:25]2[CH:30]=[CH:29][CH:28]=[CH:27][CH:26]=2)[N:7]=1. (3) The product is [CH2:1]([O:8][CH2:9][CH2:10][CH:11]1[CH2:12][CH2:13][C:14](=[O:15])[CH2:19][CH2:20]1)[C:2]1[CH:7]=[CH:6][CH:5]=[CH:4][CH:3]=1. The catalyst is CC(C)=O. The reactants are [CH2:1]([O:8][CH2:9][CH2:10][CH:11]1[CH2:20][CH2:19][C:14]2(OCC[O:15]2)[CH2:13][CH2:12]1)[C:2]1[CH:7]=[CH:6][CH:5]=[CH:4][CH:3]=1.O.CC1C=CC(S(O)(=O)=O)=CC=1. The yield is 0.970. (4) The reactants are [Br:1][C:2]1[CH:7]=[CH:6][C:5]([C:8]2([C:14]3[CH:19]=[CH:18][C:17]([Cl:20])=[CH:16][CH:15]=3)[CH2:13][CH2:12][NH:11][CH2:10][CH2:9]2)=[CH:4][CH:3]=1.C(N(CC)CC)C.Cl[C:29]([O:31][CH2:32][CH3:33])=[O:30]. The catalyst is ClCCl.C(OCC)(=O)C. The product is [CH2:32]([O:31][C:29]([N:11]1[CH2:12][CH2:13][C:8]([C:5]2[CH:6]=[CH:7][C:2]([Br:1])=[CH:3][CH:4]=2)([C:14]2[CH:15]=[CH:16][C:17]([Cl:20])=[CH:18][CH:19]=2)[CH2:9][CH2:10]1)=[O:30])[CH3:33]. The yield is 0.940. (5) The product is [F:16][C:15]1[C:14]([NH:17][C:18]2[CH:23]=[CH:22][C:21]([I:24])=[CH:20][C:19]=2[F:25])=[C:13]([NH:26][S:5]([CH:1]2[CH2:4][CH2:3][CH2:2]2)(=[O:7])=[O:6])[C:12]([O:27][CH3:28])=[CH:11][C:10]=1[F:9]. The reactants are [CH:1]1([S:5](Cl)(=[O:7])=[O:6])[CH2:4][CH2:3][CH2:2]1.[F:9][C:10]1[C:15]([F:16])=[C:14]([NH:17][C:18]2[CH:23]=[CH:22][C:21]([I:24])=[CH:20][C:19]=2[F:25])[C:13]([NH2:26])=[C:12]([O:27][CH3:28])[CH:11]=1. The yield is 0.750. No catalyst specified. (6) The reactants are [N+:1]([C:4]1[CH:5]=[N:6][NH:7][CH:8]=1)([O-:3])=[O:2].CC([O-])(C)C.[K+].Cl[CH2:16][C:17]1[C:18]([CH3:23])=[N:19][O:20][C:21]=1[CH3:22].O. The catalyst is CN(C=O)C. The product is [CH3:23][C:18]1[C:17]([CH2:16][N:6]2[CH:5]=[C:4]([N+:1]([O-:3])=[O:2])[CH:8]=[N:7]2)=[C:21]([CH3:22])[O:20][N:19]=1. The yield is 0.780. (7) The reactants are [Br:1][C:2]1[NH:3][C:4]([C:14]([O:16][CH2:17][CH2:18][CH2:19][CH3:20])=[O:15])=[C:5]([C:7]([O:9][CH2:10][CH2:11][CH2:12][CH3:13])=[O:8])[N:6]=1.C([O-])([O-])=O.[K+].[K+].I[CH2:28][CH2:29][CH3:30]. The catalyst is CN(C=O)C. The product is [Br:1][C:2]1[N:6]([CH2:28][CH2:29][CH3:30])[C:5]([C:7]([O:9][CH2:10][CH2:11][CH2:12][CH3:13])=[O:8])=[C:4]([C:14]([O:16][CH2:17][CH2:18][CH2:19][CH3:20])=[O:15])[N:3]=1. The yield is 0.920. (8) The reactants are [CH3:1][O:2][C:3](=[O:16])[CH2:4][O:5][C:6]1[CH:11]=[CH:10][C:9]([Cl:12])=[CH:8][C:7]=1[CH2:13][CH:14]=[CH2:15]. The catalyst is CCOC(C)=O.[Pt]. The product is [CH3:1][O:2][C:3](=[O:16])[CH2:4][O:5][C:6]1[CH:11]=[CH:10][C:9]([Cl:12])=[CH:8][C:7]=1[CH2:13][CH2:14][CH3:15]. The yield is 1.00.